This data is from Forward reaction prediction with 1.9M reactions from USPTO patents (1976-2016). The task is: Predict the product of the given reaction. (1) Given the reactants OC(C(F)(F)F)=O.[CH2:8]1[C:11]2([CH2:15][CH2:14][CH2:13][NH:12]2)[CH2:10][O:9]1.[F:16][CH:17]([F:46])[C:18]1[CH:23]=[CH:22][C:21]([C:24]2[O:28][C:27]([C:29]([N:31]3[CH2:34][CH:33]([O:35][C:36]4[CH:43]=[CH:42][C:39]([CH:40]=O)=[C:38]([O:44][CH3:45])[CH:37]=4)[CH2:32]3)=[O:30])=[N:26][N:25]=2)=[CH:20][CH:19]=1.C(N(CC)CC)C.[Na], predict the reaction product. The product is: [CH2:10]1[C:11]2([CH2:15][CH2:14][CH2:13][N:12]2[CH2:40][C:39]2[CH:42]=[CH:43][C:36]([O:35][CH:33]3[CH2:34][N:31]([C:29]([C:27]4[O:28][C:24]([C:21]5[CH:20]=[CH:19][C:18]([CH:17]([F:46])[F:16])=[CH:23][CH:22]=5)=[N:25][N:26]=4)=[O:30])[CH2:32]3)=[CH:37][C:38]=2[O:44][CH3:45])[CH2:8][O:9]1. (2) Given the reactants [Cl:1][C:2]([Cl:7])([Cl:6])[CH:3](O)[OH:4].[Cl:8][C:9]1[CH:17]=[CH:16][C:12]([C:13]([NH2:15])=[O:14])=[CH:11][CH:10]=1, predict the reaction product. The product is: [Cl:8][C:9]1[CH:17]=[CH:16][C:12]([C:13]([NH:15][CH:3]([OH:4])[C:2]([Cl:7])([Cl:6])[Cl:1])=[O:14])=[CH:11][CH:10]=1.